This data is from Retrosynthesis with 50K atom-mapped reactions and 10 reaction types from USPTO. The task is: Predict the reactants needed to synthesize the given product. (1) Given the product CC(COc1ccc(OCC2=NCCN2)cc1)NCC(O)c1ccc(O)cc1, predict the reactants needed to synthesize it. The reactants are: CC(COc1ccc(OCC2=NCCN2)cc1)NCC(O)c1ccc(OCc2ccccc2)cc1. (2) Given the product CCOP(=O)(CCCOc1ccc(CCc2cnc3c(N)nc4cc(C)ccc4c3c2)c(C)c1)OCC, predict the reactants needed to synthesize it. The reactants are: CCOP(=O)(CCCBr)OCC.Cc1ccc2c(c1)nc(N)c1ncc(CCc3ccc(O)cc3C)cc12. (3) Given the product COc1cc(C(=O)c2ccc(C(F)(F)F)cc2)ccc1OCc1ccccc1, predict the reactants needed to synthesize it. The reactants are: COc1cc(C(O)c2ccc(C(F)(F)F)cc2)ccc1OCc1ccccc1.